This data is from Catalyst prediction with 721,799 reactions and 888 catalyst types from USPTO. The task is: Predict which catalyst facilitates the given reaction. (1) Reactant: C(N(CC)CC)C.[CH3:8][C@:9]12[C:15]([CH3:17])([CH3:16])[C@H:12]([CH2:13][CH2:14]1)[CH:11]([C:18](Cl)=[O:19])[C:10]2=[O:21].[C:22]([O:26][C:27]([NH:29][NH:30][C:31]1[CH:36]=[C:35]([Cl:37])[CH:34]=[CH:33][C:32]=1[Cl:38])=[O:28])([CH3:25])([CH3:24])[CH3:23]. Product: [C:22]([O:26][C:27]([NH:29][N:30]([C:31]1[CH:36]=[C:35]([Cl:37])[CH:34]=[CH:33][C:32]=1[Cl:38])[C:18]([CH:11]1[C:10](=[O:21])[C@@:9]2([CH3:8])[C:15]([CH3:17])([CH3:16])[C@@H:12]1[CH2:13][CH2:14]2)=[O:19])=[O:28])([CH3:25])([CH3:23])[CH3:24]. The catalyst class is: 4. (2) Reactant: [Cl:1][C:2]1[CH:7]=[CH:6][C:5]([S:8]([CH:11]([C:20]2[CH:25]=[C:24]([F:26])[CH:23]=[CH:22][C:21]=2[F:27])[C:12]2[N:17]=[CH:16][C:15]([CH2:18][NH2:19])=[CH:14][CH:13]=2)(=[O:10])=[O:9])=[CH:4][CH:3]=1.Cl.[N:29]1[CH:34]=[CH:33][CH:32]=[C:31]([CH2:35][C:36](O)=[O:37])[CH:30]=1.C(N(CC)CC)C.Cl.C(N=C=NCCCN(C)C)C.C(=O)(O)[O-].[Na+]. Product: [Cl:1][C:2]1[CH:7]=[CH:6][C:5]([S:8]([CH:11]([C:20]2[CH:25]=[C:24]([F:26])[CH:23]=[CH:22][C:21]=2[F:27])[C:12]2[N:17]=[CH:16][C:15]([CH2:18][NH:19][C:36](=[O:37])[CH2:35][C:31]3[CH:30]=[N:29][CH:34]=[CH:33][CH:32]=3)=[CH:14][CH:13]=2)(=[O:10])=[O:9])=[CH:4][CH:3]=1. The catalyst class is: 119. (3) The catalyst class is: 24. Reactant: [C:1]([O:5][C:6]([N:8]([CH3:16])[C@H:9]([C:13]([OH:15])=[O:14])[CH:10]([CH3:12])[CH3:11])=[O:7])([CH3:4])([CH3:3])[CH3:2].C(=O)([O-])[O-].[Cs+:21].[Cs+]. Product: [C:1]([O:5][C:6]([N:8]([CH3:16])[C@@H:9]([CH:10]([CH3:11])[CH3:12])[C:13]([O-:15])=[O:14])=[O:7])([CH3:4])([CH3:3])[CH3:2].[Cs+:21]. (4) Reactant: Br[C:2]1[C:7]([C:8]2[C:9](=[O:29])[N:10]([CH:26]([CH3:28])[CH3:27])[C:11](=[O:25])[N:12]([C:15]3[CH:20]=[CH:19][CH:18]=[C:17]([C:21]([F:24])([F:23])[F:22])[CH:16]=3)[C:13]=2[CH3:14])=[CH:6][CH:5]=[CH:4][N:3]=1.[C:30]([C:32]1[CH:37]=[CH:36][C:35](B(O)O)=[CH:34][CH:33]=1)#[N:31].O.C(=O)([O-])[O-].[Na+].[Na+]. Product: [CH:26]([N:10]1[C:9](=[O:29])[C:8]([C:7]2[C:2]([C:35]3[CH:36]=[CH:37][C:32]([C:30]#[N:31])=[CH:33][CH:34]=3)=[N:3][CH:4]=[CH:5][CH:6]=2)=[C:13]([CH3:14])[N:12]([C:15]2[CH:20]=[CH:19][CH:18]=[C:17]([C:21]([F:24])([F:23])[F:22])[CH:16]=2)[C:11]1=[O:25])([CH3:28])[CH3:27]. The catalyst class is: 77. (5) Reactant: [Li+].[CH3:2]C([N-]C(C)C)C.[Si:9]([O:16][C@@H:17]1[CH2:21][N:20]([C:22]([O:24][C:25]([CH3:28])([CH3:27])[CH3:26])=[O:23])[C@H:19]([C:29]([O:31][CH3:32])=[O:30])[CH2:18]1)([C:12]([CH3:15])([CH3:14])[CH3:13])([CH3:11])[CH3:10].CI. Product: [Si:9]([O:16][C@@H:17]1[CH2:21][N:20]([C:22]([O:24][C:25]([CH3:26])([CH3:28])[CH3:27])=[O:23])[C:19]([CH3:2])([C:29]([O:31][CH3:32])=[O:30])[CH2:18]1)([C:12]([CH3:15])([CH3:14])[CH3:13])([CH3:10])[CH3:11]. The catalyst class is: 116. (6) Reactant: [F:1][C:2]1[C:3]([CH:8]([NH:10][C:11]([NH:13][C:14]2[CH:19]=[CH:18][C:17]([Br:20])=[CH:16][N:15]=2)=S)[CH3:9])=[N:4][CH:5]=[CH:6][CH:7]=1.[OH:21]O. Product: [F:1][C:2]1[C:3]([CH:8]([NH:10][C:11]([NH:13][C:14]2[CH:19]=[CH:18][C:17]([Br:20])=[CH:16][N:15]=2)=[O:21])[CH3:9])=[N:4][CH:5]=[CH:6][CH:7]=1. The catalyst class is: 15. (7) Reactant: [CH2:1]([NH:8][C:9]([C:28]1([C:31](O)=[O:32])[CH2:30][CH2:29]1)([C:14]1[CH:19]=[CH:18][C:17]([O:20][CH2:21][CH2:22][CH2:23][C:24]([F:27])([F:26])[F:25])=[CH:16][CH:15]=1)[C:10]([F:13])([F:12])[F:11])[C:2]1[CH:7]=[CH:6][CH:5]=[CH:4][CH:3]=1.C(Cl)(=O)C(Cl)=O. Product: [CH2:1]([N:8]1[C:9]([C:14]2[CH:19]=[CH:18][C:17]([O:20][CH2:21][CH2:22][CH2:23][C:24]([F:26])([F:27])[F:25])=[CH:16][CH:15]=2)([C:10]([F:12])([F:11])[F:13])[C:28]2([CH2:30][CH2:29]2)[C:31]1=[O:32])[C:2]1[CH:7]=[CH:6][CH:5]=[CH:4][CH:3]=1. The catalyst class is: 59. (8) Reactant: C(OC([N:8]1[CH2:12][C@@H:11]([CH2:13][N:14]([CH:31]([CH3:33])[CH3:32])[C:15](=[O:30])[C:16]2[CH:21]=[CH:20][C:19]([O:22][CH3:23])=[C:18]([O:24][CH2:25][CH2:26][CH2:27][O:28][CH3:29])[CH:17]=2)[C@H:10]([NH2:34])[CH2:9]1)=O)(C)(C)C.[C:35](Cl)(=[O:44])[CH2:36][CH2:37][C:38]1[CH:43]=[CH:42][CH:41]=[CH:40][CH:39]=1.CC#N.O.CC#N. Product: [CH:31]([N:14]([CH2:13][C@H:11]1[C@H:10]([NH:34][C:35](=[O:44])[CH2:36][CH2:37][C:38]2[CH:43]=[CH:42][CH:41]=[CH:40][CH:39]=2)[CH2:9][NH:8][CH2:12]1)[C:15](=[O:30])[C:16]1[CH:21]=[CH:20][C:19]([O:22][CH3:23])=[C:18]([O:24][CH2:25][CH2:26][CH2:27][O:28][CH3:29])[CH:17]=1)([CH3:33])[CH3:32]. The catalyst class is: 6. (9) Reactant: [CH2:1]([O:8][C:9]([NH:11][C:12]1[CH:25]=[CH:24][C:23]([O:26][C:27]([F:30])([F:29])[F:28])=[CH:22][C:13]=1[C:14]([NH:16][CH2:17][C:18]([O:20]C)=[O:19])=[O:15])=[O:10])[C:2]1[CH:7]=[CH:6][CH:5]=[CH:4][CH:3]=1.Cl.C(O)(=O)C. Product: [CH2:1]([O:8][C:9]([NH:11][C:12]1[CH:25]=[CH:24][C:23]([O:26][C:27]([F:28])([F:30])[F:29])=[CH:22][C:13]=1[C:14]([NH:16][CH2:17][C:18]([OH:20])=[O:19])=[O:15])=[O:10])[C:2]1[CH:3]=[CH:4][CH:5]=[CH:6][CH:7]=1. The catalyst class is: 7. (10) Reactant: [CH2:1]1[CH:5]2[CH:6]([C:8]3ON=C(N)[N:9]=3)C[N:3]([CH2:4]2)[CH2:2]1.[C:14]([Cu])#[N:15].CN(C=[O:21])C. Product: [N:15]1[O:21][N:9]=[C:8]2[CH:6]=[C:5]([C:4]#[N:3])[CH:1]=[CH:2][C:14]=12. The catalyst class is: 6.